Predict the reaction yield, written as a fraction of the theoretical maximum amount of product (1.0 means a 100% yield; for example, 0.34 means a 34% yield). From a dataset of Reaction yield outcomes from USPTO patents with 853,638 reactions. (1) The reactants are [OH:1][CH:2]([C:4]1[C:12]2[O:11][CH2:10][CH:9]([C:13]3[CH:18]=[CH:17][C:16]([CH:19]([CH3:21])[CH3:20])=[CH:15][CH:14]=3)[C:8]=2[C:7]([CH3:22])=[C:6]([NH:23][C:24](=[O:30])[CH2:25][C:26]([CH3:29])([CH3:28])[CH3:27])[C:5]=1[CH3:31])[CH3:3]. The catalyst is [O-2].[O-2].[Mn+4]. The product is [C:2]([C:4]1[C:12]2[O:11][CH2:10][CH:9]([C:13]3[CH:18]=[CH:17][C:16]([CH:19]([CH3:20])[CH3:21])=[CH:15][CH:14]=3)[C:8]=2[C:7]([CH3:22])=[C:6]([NH:23][C:24](=[O:30])[CH2:25][C:26]([CH3:29])([CH3:28])[CH3:27])[C:5]=1[CH3:31])(=[O:1])[CH3:3]. The yield is 0.760. (2) The reactants are Cl[C:2]1[N:3]=[CH:4][C:5]2[N:6]([CH3:19])[C:7](=[O:18])[C:8]3[CH:17]=[CH:16][CH:15]=[CH:14][C:9]=3[N:10]([CH3:13])[C:11]=2[N:12]=1.[NH2:20][C:21]1[CH:31]=[CH:30][C:24]([C:25]([O:27][CH2:28][CH3:29])=[O:26])=[CH:23][C:22]=1[O:32][CH3:33].CC(C1C=C(C(C)C)C(C2C=CC=CC=2P(C2CCCCC2)C2CCCCC2)=C(C(C)C)C=1)C.C(=O)([O-])[O-].[K+].[K+]. The catalyst is CC(O)(C)C. The product is [CH3:19][N:6]1[C:7](=[O:18])[C:8]2[CH:17]=[CH:16][CH:15]=[CH:14][C:9]=2[N:10]([CH3:13])[C:11]2[N:12]=[C:2]([NH:20][C:21]3[CH:31]=[CH:30][C:24]([C:25]([O:27][CH2:28][CH3:29])=[O:26])=[CH:23][C:22]=3[O:32][CH3:33])[N:3]=[CH:4][C:5]1=2. The yield is 0.490. (3) The reactants are N1C=CN=[CH:2]1.Cl[Si:7]([CH:14]([CH3:16])[CH3:15])([CH:11]([CH3:13])[CH3:12])[CH:8]([CH3:10])[CH3:9].[CH3:17][O:18][C:19]([C:21]1[C:22]([OH:36])=[C:23]2[C:28](=[C:29]([OH:35])[C:30]=1[C:31]([O:33][CH3:34])=[O:32])[N:27]=[CH:26][CH:25]=[CH:24]2)=[O:20].C([O-])([O-])=O.[K+].[K+].CI. The catalyst is CN(C=O)C. The product is [CH3:17][O:18][C:19]([C:21]1[C:22]([O:36][CH3:2])=[C:23]2[C:28](=[C:29]([O:35][Si:7]([CH:14]([CH3:16])[CH3:15])([CH:11]([CH3:13])[CH3:12])[CH:8]([CH3:10])[CH3:9])[C:30]=1[C:31]([O:33][CH3:34])=[O:32])[N:27]=[CH:26][CH:25]=[CH:24]2)=[O:20]. The yield is 0.590. (4) The reactants are [O:1]=[C:2]1[C:6](=[CH:7][C:8]2[CH:13]=[CH:12][C:11]([CH:14]([CH3:20])[C:15]([O:17]CC)=[O:16])=[CH:10][CH:9]=2)[CH2:5][CH2:4][S:3]1.S(=O)(=O)(O)O.O. The catalyst is O1CCOCC1. The product is [O:1]=[C:2]1[C:6](=[CH:7][C:8]2[CH:13]=[CH:12][C:11]([CH:14]([CH3:20])[C:15]([OH:17])=[O:16])=[CH:10][CH:9]=2)[CH2:5][CH2:4][S:3]1. The yield is 0.580. (5) The yield is 0.710. The catalyst is [Cu]I.C(OCC)C.O.CC(O)C. The product is [CH2:9]([NH:16][C:18]1[CH:26]=[CH:25][CH:24]=[CH:23][C:19]=1[C:20]([OH:22])=[O:21])[C:10]1[CH:15]=[CH:14][CH:13]=[CH:12][CH:11]=1. The reactants are [O-]P([O-])([O-])=O.[K+].[K+].[K+].[CH2:9]([NH2:16])[C:10]1[CH:15]=[CH:14][CH:13]=[CH:12][CH:11]=1.I[C:18]1[CH:26]=[CH:25][CH:24]=[CH:23][C:19]=1[C:20]([OH:22])=[O:21].C(O)CO.Cl. (6) The reactants are [CH2:1]([C:4]1[S:28][C:7]2[N:8]=[C:9]([C:25](O)=[O:26])[N:10]=[C:11]([N:12]3[CH2:17][CH2:16][N:15]4[C:18]([C:21]([F:24])([F:23])[F:22])=[N:19][N:20]=[C:14]4[CH2:13]3)[C:6]=2[CH:5]=1)[CH2:2][CH3:3].[NH2:29][CH2:30][CH:31]([OH:34])[CH2:32][OH:33].CN(C(ON1N=NC2C=CC=NC1=2)=[N+](C)C)C.F[P-](F)(F)(F)(F)F.C(N(CC)CC)C. The catalyst is CN(C)C=O. The product is [OH:34][CH:31]([CH2:32][OH:33])[CH2:30][NH:29][C:25]([C:9]1[N:10]=[C:11]([N:12]2[CH2:17][CH2:16][N:15]3[C:18]([C:21]([F:23])([F:22])[F:24])=[N:19][N:20]=[C:14]3[CH2:13]2)[C:6]2[CH:5]=[C:4]([CH2:1][CH2:2][CH3:3])[S:28][C:7]=2[N:8]=1)=[O:26]. The yield is 0.280. (7) The reactants are [NH2:1][C@H:2]([CH3:18])[CH2:3][N:4]1[CH:8]=[CH:7][C:6]([C:9]2[CH:16]=[CH:15][C:12]([C:13]#[N:14])=[C:11]([Cl:17])[CH:10]=2)=[N:5]1.[Br:19][C:20]1[S:21][CH:22]=[C:23]([C:25](O)=[O:26])[N:24]=1. No catalyst specified. The product is [Br:19][C:20]1[S:21][CH:22]=[C:23]([C:25]([NH:1][C@H:2]([CH3:18])[CH2:3][N:4]2[CH:8]=[CH:7][C:6]([C:9]3[CH:16]=[CH:15][C:12]([C:13]#[N:14])=[C:11]([Cl:17])[CH:10]=3)=[N:5]2)=[O:26])[N:24]=1. The yield is 0.558. (8) The reactants are [F:1][C:2]([F:9])(I)[C:3]([O:5][CH2:6][CH3:7])=[O:4].Br[C:11]1[CH:16]=[CH:15][C:14]([C:17]([F:20])([F:19])[F:18])=[CH:13][N:12]=1. The catalyst is CS(C)=O. The product is [F:1][C:2]([F:9])([C:11]1[CH:16]=[CH:15][C:14]([C:17]([F:20])([F:19])[F:18])=[CH:13][N:12]=1)[C:3]([O:5][CH2:6][CH3:7])=[O:4]. The yield is 0.420.